This data is from Full USPTO retrosynthesis dataset with 1.9M reactions from patents (1976-2016). The task is: Predict the reactants needed to synthesize the given product. Given the product [C:22]([C:19]1[CH:18]=[CH:17][C:16]([C:15](=[O:14])[CH2:4][C:3]([C:6]2[CH:10]=[C:9]([CH3:11])[S:8][C:7]=2[CH3:12])=[O:5])=[CH:21][CH:20]=1)([CH3:25])([CH3:23])[CH3:24], predict the reactants needed to synthesize it. The reactants are: [H-].[Na+].[C:3]([C:6]1[CH:10]=[C:9]([CH3:11])[S:8][C:7]=1[CH3:12])(=[O:5])[CH3:4].C[O:14][C:15](=O)[C:16]1[CH:21]=[CH:20][C:19]([C:22]([CH3:25])([CH3:24])[CH3:23])=[CH:18][CH:17]=1.Cl.